From a dataset of Peptide-MHC class II binding affinity with 134,281 pairs from IEDB. Regression. Given a peptide amino acid sequence and an MHC pseudo amino acid sequence, predict their binding affinity value. This is MHC class II binding data. (1) The peptide sequence is WEFVNTPPLVKLWYQ. The MHC is DRB1_0802 with pseudo-sequence DRB1_0802. The binding affinity (normalized) is 0.459. (2) The peptide sequence is VFLQTHIFAEVLKDA. The MHC is HLA-DPA10201-DPB10101 with pseudo-sequence HLA-DPA10201-DPB10101. The binding affinity (normalized) is 0.779. (3) The peptide sequence is NRFSYIPNGALKFVD. The MHC is HLA-DQA10102-DQB10602 with pseudo-sequence HLA-DQA10102-DQB10602. The binding affinity (normalized) is 0.154.